Task: Predict the reactants needed to synthesize the given product.. Dataset: Full USPTO retrosynthesis dataset with 1.9M reactions from patents (1976-2016) (1) Given the product [CH3:24][O:23][C@H:3]1[C@H:2]([NH:1][CH2:36][C:34]2[CH:33]=[CH:32][C:29]3[O:30][CH2:31][C:26](=[O:25])[NH:27][C:28]=3[N:35]=2)[CH2:7][CH2:6][N:5]([CH2:8][CH2:9][N:10]2[C:19]3[C:14](=[CH:15][CH:16]=[C:17]([C:20]#[N:21])[CH:18]=3)[CH:13]=[CH:12][C:11]2=[O:22])[CH2:4]1, predict the reactants needed to synthesize it. The reactants are: [NH2:1][C@@H:2]1[CH2:7][CH2:6][N:5]([CH2:8][CH2:9][N:10]2[C:19]3[C:14](=[CH:15][CH:16]=[C:17]([C:20]#[N:21])[CH:18]=3)[CH:13]=[CH:12][C:11]2=[O:22])[CH2:4][C@H:3]1[O:23][CH3:24].[O:25]=[C:26]1[CH2:31][O:30][C:29]2[CH:32]=[CH:33][C:34]([CH:36]=O)=[N:35][C:28]=2[NH:27]1.C(O[BH-](OC(=O)C)OC(=O)C)(=O)C.[Na+].CO. (2) Given the product [F:13][C:14]([F:25])([F:26])[C:15]1[CH:16]=[CH:17][C:18]([CH2:21][CH2:22][NH:1][C:2]2[CH:3]=[CH:4][C:5]([C:8]3([OH:12])[CH2:9][O:10][CH2:11]3)=[CH:6][CH:7]=2)=[CH:19][CH:20]=1, predict the reactants needed to synthesize it. The reactants are: [NH2:1][C:2]1[CH:7]=[CH:6][C:5]([C:8]2([OH:12])[CH2:11][O:10][CH2:9]2)=[CH:4][CH:3]=1.[F:13][C:14]([F:26])([F:25])[C:15]1[CH:20]=[CH:19][C:18]([CH2:21][C:22](O)=O)=[CH:17][CH:16]=1.